Dataset: Forward reaction prediction with 1.9M reactions from USPTO patents (1976-2016). Task: Predict the product of the given reaction. (1) Given the reactants BrC1C=CC=CC=1C1C=CC=CC=1.[Li]C(C)(C)C.Br[C:20]1[CH:33]=[CH:32][C:31]2[C:30](=O)[C:29]3[C:24](=[CH:25][CH:26]=[CH:27][CH:28]=3)[C:23](=O)[C:22]=2[CH:21]=1, predict the reaction product. The product is: [CH:21]1[C:22]2[C:31](=[CH:30][C:29]3[C:24]([CH:23]=2)=[CH:25][CH:26]=[CH:27][CH:28]=3)[CH:32]=[CH:33][CH:20]=1. (2) Given the reactants [Cl:1][C:2]1[CH:7]=[CH:6][C:5]([S:8]([NH:11][CH2:12][CH2:13][C:14]2[CH:19]=[CH:18][CH:17]=[C:16]([CH2:20][CH:21]3[CH2:25][C:24]([O:26]CC(C)C)=[C:23]([CH2:31][CH3:32])[C:22]3=[O:33])[CH:15]=2)(=[O:10])=[O:9])=[CH:4][CH:3]=1.Cl, predict the reaction product. The product is: [Cl:1][C:2]1[CH:3]=[CH:4][C:5]([S:8]([NH:11][CH2:12][CH2:13][C:14]2[CH:19]=[CH:18][CH:17]=[C:16]([CH2:20][CH:21]3[CH2:25][C:24]([OH:26])=[C:23]([CH2:31][CH3:32])[C:22]3=[O:33])[CH:15]=2)(=[O:10])=[O:9])=[CH:6][CH:7]=1. (3) The product is: [N:25]1([C:23]([C:20]2[CH:19]=[CH:18][C:17]([C:14]3[CH:15]=[CH:16][C:10]4[O:9][C:8]([CH2:7][CH2:6][N:31]5[CH2:35][CH2:34][C@@H:33]([OH:36])[CH2:32]5)=[CH:12][C:11]=4[CH:13]=3)=[CH:22][CH:21]=2)=[O:24])[CH2:30][CH2:29][O:28][CH2:27][CH2:26]1. Given the reactants CS(O[CH2:6][CH2:7][C:8]1[O:9][C:10]2[CH:16]=[CH:15][C:14]([C:17]3[CH:22]=[CH:21][C:20]([C:23]([N:25]4[CH2:30][CH2:29][O:28][CH2:27][CH2:26]4)=[O:24])=[CH:19][CH:18]=3)=[CH:13][C:11]=2[CH:12]=1)(=O)=O.[NH:31]1[CH2:35][CH2:34][C@@H:33]([OH:36])[CH2:32]1, predict the reaction product. (4) Given the reactants [CH3:1][O:2][C:3](=[O:29])[C:4]1[CH:9]=[C:8]([N+:10]([O-])=O)[CH:7]=[C:6]([C:13](=[O:28])[C:14]2[CH:19]=[CH:18][C:17]([NH:20][C:21]3[CH:26]=[CH:25][C:24]([Cl:27])=[CH:23][CH:22]=3)=[CH:16][CH:15]=2)[CH:5]=1.[NH4+].[Cl-].[CH:32](O)(C)C, predict the reaction product. The product is: [CH3:1][O:2][C:3](=[O:29])[C:4]1[CH:5]=[C:6]([C:13](=[O:28])[C:14]2[CH:19]=[CH:18][C:17]([N:20]([C:21]3[CH:26]=[CH:25][C:24]([Cl:27])=[CH:23][CH:22]=3)[CH3:32])=[CH:16][CH:15]=2)[CH:7]=[C:8]([NH2:10])[CH:9]=1.